Task: Predict the product of the given reaction.. Dataset: Forward reaction prediction with 1.9M reactions from USPTO patents (1976-2016) (1) Given the reactants Cl[C:2]1[CH:3]=[CH:4][C:5]2[CH2:6][N:7]([C:19]([O:21][C:22]([CH3:25])([CH3:24])[CH3:23])=[O:20])[CH2:8][C@@H:9]([C:13]3[CH:18]=[CH:17][CH:16]=[CH:15][CH:14]=3)[O:10][C:11]=2[N:12]=1.[CH3:26][O:27][C:28]1[CH:29]=[C:30]([CH:32]=[CH:33][C:34]=1[N:35]1[CH:39]=[C:38]([CH3:40])[N:37]=[CH:36]1)[NH2:31].C(=O)([O-])[O-].[Cs+].[Cs+].COCCOC, predict the reaction product. The product is: [CH3:26][O:27][C:28]1[CH:29]=[C:30]([NH:31][C:2]2[CH:3]=[CH:4][C:5]3[CH2:6][N:7]([C:19]([O:21][C:22]([CH3:25])([CH3:24])[CH3:23])=[O:20])[CH2:8][C@@H:9]([C:13]4[CH:18]=[CH:17][CH:16]=[CH:15][CH:14]=4)[O:10][C:11]=3[N:12]=2)[CH:32]=[CH:33][C:34]=1[N:35]1[CH:39]=[C:38]([CH3:40])[N:37]=[CH:36]1. (2) Given the reactants [Cl:1][C:2]1[C:7]([Cl:8])=[C:6]([OH:9])[CH:5]=[CH:4][C:3]=1[CH2:10][CH2:11][C:12]([C:14]1[S:15][C:16]([C:19]2[CH:24]=[CH:23][CH:22]=[C:21]([C:25]([F:28])([F:27])[F:26])[CH:20]=2)=[CH:17][CH:18]=1)=[O:13].Br[C:30]([CH3:37])([CH3:36])[C:31]([O:33][CH2:34][CH3:35])=[O:32], predict the reaction product. The product is: [Cl:8][C:7]1[C:2]([Cl:1])=[C:3]([CH2:10][CH2:11][C:12](=[O:13])[C:14]2[S:15][C:16]([C:19]3[CH:24]=[CH:23][CH:22]=[C:21]([C:25]([F:27])([F:28])[F:26])[CH:20]=3)=[CH:17][CH:18]=2)[CH:4]=[CH:5][C:6]=1[O:9][C:30]([CH3:37])([CH3:36])[C:31]([O:33][CH2:34][CH3:35])=[O:32]. (3) The product is: [CH:51]([OH:52])=[O:84].[C:1]([C:5]1[CH:9]=[C:8]([NH:10][C:11]([NH:13][C@@H:14]2[C:23]3[C:18](=[CH:19][CH:20]=[CH:21][CH:22]=3)[C@H:17]([O:24][C:25]3[CH:26]=[CH:27][C:28]4[N:29]([C:31]([N:34]5[CH2:39][CH2:38][CH2:37][CH2:36][C@@H:35]5[CH3:40])=[N:32][N:33]=4)[CH:30]=3)[CH2:16][CH2:15]2)=[O:12])[N:7]([C:41]2[C:42]([CH2:51][OH:52])=[N:43][N:44]([CH2:46][CH2:47][N:48]([CH3:50])[CH3:49])[CH:45]=2)[N:6]=1)([CH3:2])([CH3:3])[CH3:4]. Given the reactants [C:1]([C:5]1[CH:9]=[C:8]([NH:10][C:11]([NH:13][C@@H:14]2[C:23]3[C:18](=[CH:19][CH:20]=[CH:21][CH:22]=3)[C@H:17]([O:24][C:25]3[CH:26]=[CH:27][C:28]4[N:29]([C:31]([N:34]5[CH2:39][CH2:38][CH2:37][CH2:36][C@@H:35]5[CH3:40])=[N:32][N:33]=4)[CH:30]=3)[CH2:16][CH2:15]2)=[O:12])[N:7]([C:41]2[C:42]([CH2:51][O:52][Si](C(C)C)(C(C)C)C(C)C)=[N:43][N:44]([CH2:46][CH2:47][N:48]([CH3:50])[CH3:49])[CH:45]=2)[N:6]=1)([CH3:4])([CH3:3])[CH3:2].[F-].C([N+](CCCC)(CCCC)CCCC)CCC.C1C[O:84]CC1, predict the reaction product. (4) Given the reactants [Cl:1][C:2]1[CH:10]=[CH:9][C:8]([C:11]2[C:12]([C@@H:23]([NH:33][C:34](=[O:50])[CH2:35][N:36]3[C:40]4[C:41]([F:46])([F:45])[C@@H:42]5[CH2:44][C@@H:43]5[C:39]=4[C:38]([CH:47]([F:49])[F:48])=[N:37]3)[CH2:24][C:25]3[CH:30]=[C:29]([F:31])[CH:28]=[C:27]([F:32])[CH:26]=3)=[N:13][C:14]([C:17]#[C:18][C:19]([OH:22])([CH3:21])[CH3:20])=[CH:15][CH:16]=2)=[C:7]2[C:3]=1[C:4]([NH:52][S:53](=[O:56])(=[O:55])[NH2:54])=[N:5][N:6]2[CH3:51].[CH3:57]NS(Cl)(=O)=O, predict the reaction product. The product is: [Cl:1][C:2]1[CH:10]=[CH:9][C:8]([C:11]2[C:12]([C@@H:23]([NH:33][C:34](=[O:50])[CH2:35][N:36]3[C:40]4[C:41]([F:46])([F:45])[C@@H:42]5[CH2:44][C@@H:43]5[C:39]=4[C:38]([CH:47]([F:49])[F:48])=[N:37]3)[CH2:24][C:25]3[CH:30]=[C:29]([F:31])[CH:28]=[C:27]([F:32])[CH:26]=3)=[N:13][C:14]([C:17]#[C:18][C:19]([OH:22])([CH3:21])[CH3:20])=[CH:15][CH:16]=2)=[C:7]2[C:3]=1[C:4]([NH:52][S:53](=[O:55])(=[O:56])[NH:54][CH3:57])=[N:5][N:6]2[CH3:51]. (5) The product is: [C:1]([NH:4][NH:5][C:22]([C:21]1[C:16]([Cl:15])=[N:17][CH:18]=[N:19][C:20]=1[Cl:25])=[O:23])(=[O:3])[CH3:2]. Given the reactants [C:1]([NH:4][NH2:5])(=[O:3])[CH3:2].CCN(C(C)C)C(C)C.[Cl:15][C:16]1[C:21]([C:22](Cl)=[O:23])=[C:20]([Cl:25])[N:19]=[CH:18][N:17]=1, predict the reaction product. (6) Given the reactants [Cl:1][C:2]1[C:7]2[CH:8]=[N:9][NH:10][C:6]=2[CH:5]=[C:4]([Cl:11])[N:3]=1.[H-].[Na+].[CH3:14]I, predict the reaction product. The product is: [Cl:1][C:2]1[C:7]2[CH:8]=[N:9][N:10]([CH3:14])[C:6]=2[CH:5]=[C:4]([Cl:11])[N:3]=1.